Dataset: Full USPTO retrosynthesis dataset with 1.9M reactions from patents (1976-2016). Task: Predict the reactants needed to synthesize the given product. The reactants are: [F:1][C:2]1[C:31]([F:32])=[CH:30][CH:29]=[CH:28][C:3]=1[CH2:4][NH:5][C:6]1[C:11]([C:12]([NH2:14])=[O:13])=[CH:10][N:9]=[C:8]([NH:15][C:16]2[CH:21]=[CH:20][C:19]([CH:22]3[CH2:27][CH2:26][NH:25][CH2:24][CH2:23]3)=[CH:18][CH:17]=2)[CH:7]=1.[N:33]1[CH:38]=[CH:37][CH:36]=[C:35](B(O)O)[CH:34]=1. Given the product [F:1][C:2]1[C:31]([F:32])=[CH:30][CH:29]=[CH:28][C:3]=1[CH2:4][NH:5][C:6]1[C:11]([C:12]([NH2:14])=[O:13])=[CH:10][N:9]=[C:8]([NH:15][C:16]2[CH:17]=[CH:18][C:19]([CH:22]3[CH2:23][CH2:24][N:25]([C:35]4[CH:34]=[N:33][CH:38]=[CH:37][CH:36]=4)[CH2:26][CH2:27]3)=[CH:20][CH:21]=2)[CH:7]=1, predict the reactants needed to synthesize it.